This data is from Reaction yield outcomes from USPTO patents with 853,638 reactions. The task is: Predict the reaction yield, written as a fraction of the theoretical maximum amount of product (1.0 means a 100% yield; for example, 0.34 means a 34% yield). The reactants are [CH3:1][S:2]([C:5]1[N:6]=[CH:7][C:8]([C:11]2[CH2:16][CH2:15][CH:14]([O:17][CH2:18][CH:19]3[CH2:24][CH2:23][N:22]([C:25]([O:27][C:28]([CH3:31])([CH3:30])[CH3:29])=[O:26])[CH2:21][CH2:20]3)[CH2:13][CH:12]=2)=[N:9][CH:10]=1)(=[O:4])=[O:3]. The catalyst is CCO.ClCCl.[Pd]. The product is [CH3:1][S:2]([C:5]1[N:6]=[CH:7][C:8]([CH:11]2[CH2:16][CH2:15][CH:14]([O:17][CH2:18][CH:19]3[CH2:24][CH2:23][N:22]([C:25]([O:27][C:28]([CH3:31])([CH3:30])[CH3:29])=[O:26])[CH2:21][CH2:20]3)[CH2:13][CH2:12]2)=[N:9][CH:10]=1)(=[O:4])=[O:3]. The yield is 0.159.